Dataset: Catalyst prediction with 721,799 reactions and 888 catalyst types from USPTO. Task: Predict which catalyst facilitates the given reaction. Reactant: [CH:1]1[CH:6]=[CH:5][C:4]([C@@H:7]([NH2:10])[CH2:8][OH:9])=[CH:3][CH:2]=1.C(O[C:16]([N:18]1[CH2:22][CH2:21][C@@H:20](COS(C)(=O)=O)[CH2:19]1)=O)(C)(C)C. Product: [OH:9][CH2:8][CH:7]([NH:10][CH2:16][N:18]1[CH2:22][CH2:21][CH2:20][CH2:19]1)[C:4]1[CH:5]=[CH:6][CH:1]=[CH:2][CH:3]=1. The catalyst class is: 11.